From a dataset of Reaction yield outcomes from USPTO patents with 853,638 reactions. Predict the reaction yield, written as a fraction of the theoretical maximum amount of product (1.0 means a 100% yield; for example, 0.34 means a 34% yield). (1) The reactants are [NH2:1][C:2]1[C:16]([N:17]([CH2:20][CH3:21])[CH2:18][CH3:19])=[CH:15][C:5]2[NH:6][C:7]([CH:9]3[CH2:14][CH2:13][CH2:12][CH2:11][CH2:10]3)=[N:8][C:4]=2[CH:3]=1.[CH3:22][O:23][C:24]1[CH:32]=[CH:31][C:27]([C:28](Cl)=[O:29])=[CH:26][CH:25]=1. No catalyst specified. The product is [CH2:18]([N:17]([CH2:20][CH3:21])[C:16]1[C:2]([NH:1][C:28](=[O:29])[C:27]2[CH:31]=[CH:32][C:24]([O:23][CH3:22])=[CH:25][CH:26]=2)=[CH:3][C:4]2[N:8]=[C:7]([CH:9]3[CH2:14][CH2:13][CH2:12][CH2:11][CH2:10]3)[NH:6][C:5]=2[CH:15]=1)[CH3:19]. The yield is 0.790. (2) No catalyst specified. The product is [NH2:1][C:2]1[C:7]([F:8])=[C:6]([CH2:9][CH2:10][CH3:11])[N:5]=[C:4]([CH:12]=[O:13])[C:3]=1[Cl:14]. The reactants are [NH2:1][C:2]1[C:7]([F:8])=[C:6]([CH2:9][CH2:10][CH3:11])[N:5]=[C:4]([CH:12]=[O:13])[CH:3]=1.[Cl:14]N1C(C)(C)C(=O)N(Cl)C1=O. The yield is 0.326. (3) The reactants are Br[C:2]1[CH:3]=[CH:4][C:5]2[N:6]([CH3:15])[C:7]3[C:12]([C:13]=2[CH:14]=1)=[CH:11][CH:10]=[CH:9][CH:8]=3.[Li]CCCC.CN([CH:24]=[O:25])C. The catalyst is C1COCC1. The product is [CH3:15][N:6]1[C:5]2[CH:4]=[CH:3][C:2]([CH:24]=[O:25])=[CH:14][C:13]=2[C:12]2[C:7]1=[CH:8][CH:9]=[CH:10][CH:11]=2. The yield is 0.600. (4) The reactants are [F:1][C:2]1[CH:7]=[CH:6][C:5](I)=[CH:4][C:3]=1[O:9][CH3:10].C(N(CC)CC)C.[Cl:18][C:19]1[CH:20]=[N:21][CH:22]=[C:23]([C:25]#[CH:26])[CH:24]=1. The catalyst is C1(C=CC=CC=1)[P](C1C=CC=CC=1)(C1C=CC=CC=1)[Pd][P](C1C=CC=CC=1)(C1C=CC=CC=1)C1C=CC=CC=1.[Cu]I. The product is [Cl:18][C:19]1[CH:20]=[N:21][CH:22]=[C:23]([C:25]#[C:26][C:5]2[CH:6]=[CH:7][C:2]([F:1])=[C:3]([O:9][CH3:10])[CH:4]=2)[CH:24]=1. The yield is 0.940. (5) The reactants are [CH3:1][O-].[Na+].[C:4]([O:8][C:9]([NH:11][C@H:12]1[CH2:17][CH2:16][C@H:15]([CH2:18][O:19]S(C)(=O)=O)[CH2:14][CH2:13]1)=[O:10])([CH3:7])([CH3:6])[CH3:5]. The catalyst is CO.C1COCC1. The product is [C:4]([O:8][C:9](=[O:10])[NH:11][C@H:12]1[CH2:17][CH2:16][C@H:15]([CH2:18][O:19][CH3:1])[CH2:14][CH2:13]1)([CH3:7])([CH3:6])[CH3:5]. The yield is 0.900. (6) The reactants are O=[C:2]([NH:24][CH2:25][C:26]1[CH:31]=[CH:30][CH:29]=[CH:28][CH:27]=1)[CH2:3][C:4]([C:6]1[CH:7]=[CH:8][C:9]2[O:15][CH2:14][CH2:13][N:12]([C:16]([O:18][C:19]([CH3:22])([CH3:21])[CH3:20])=[O:17])[CH2:11][C:10]=2[CH:23]=1)=[O:5].COC1C=CC(P2(SP(C3C=CC(OC)=CC=3)(=S)S2)=[S:41])=CC=1. The catalyst is O1CCOCC1. The product is [C:26]1([CH2:25][NH:24][C:2](=[S:41])[CH2:3][C:4]([C:6]2[CH:7]=[CH:8][C:9]3[O:15][CH2:14][CH2:13][N:12]([C:16]([O:18][C:19]([CH3:22])([CH3:21])[CH3:20])=[O:17])[CH2:11][C:10]=3[CH:23]=2)=[O:5])[CH:31]=[CH:30][CH:29]=[CH:28][CH:27]=1. The yield is 0.830. (7) The reactants are [CH2:1]([O:3][C:4]([C:6]1[O:14][C:13]2[CH:12]=[CH:11][N:10]=[CH:9][C:8]=2[C:7]=1[NH2:15])=[O:5])[CH3:2].Br[C:17]1[CH:34]=[CH:33][C:20]([CH2:21][O:22][Si:23]([CH:30]([CH3:32])[CH3:31])([CH:27]([CH3:29])[CH3:28])[CH:24]([CH3:26])[CH3:25])=[CH:19][C:18]=1[F:35].CC1(C)C2C(=C(P(C3C=CC=CC=3)C3C=CC=CC=3)C=CC=2)OC2C(P(C3C=CC=CC=3)C3C=CC=CC=3)=CC=CC1=2.[O-]P([O-])([O-])=O.[K+].[K+].[K+]. The catalyst is C1(C)C=CC=CC=1.CCOC(C)=O.C1C=CC(/C=C/C(/C=C/C2C=CC=CC=2)=O)=CC=1.C1C=CC(/C=C/C(/C=C/C2C=CC=CC=2)=O)=CC=1.C1C=CC(/C=C/C(/C=C/C2C=CC=CC=2)=O)=CC=1.[Pd].[Pd]. The product is [CH2:1]([O:3][C:4]([C:6]1[O:14][C:13]2[CH:12]=[CH:11][N:10]=[CH:9][C:8]=2[C:7]=1[NH:15][C:17]1[CH:34]=[CH:33][C:20]([CH2:21][O:22][Si:23]([CH:27]([CH3:29])[CH3:28])([CH:30]([CH3:32])[CH3:31])[CH:24]([CH3:25])[CH3:26])=[CH:19][C:18]=1[F:35])=[O:5])[CH3:2]. The yield is 0.340.